From a dataset of Forward reaction prediction with 1.9M reactions from USPTO patents (1976-2016). Predict the product of the given reaction. Given the reactants [CH3:1][O:2][C:3]1[CH:11]=[C:10]2[C:6]([CH:7]=[CH:8][N:9]2[S:12]([C:15]2[CH:20]=[CH:19][CH:18]=[CH:17][CH:16]=2)(=[O:14])=[O:13])=[C:5]([CH:21]=C)[CH:4]=1.N1C(C)=CC=CC=1C.I([O-])(=O)(=O)=[O:32].[Na+].Cl, predict the reaction product. The product is: [CH3:1][O:2][C:3]1[CH:4]=[C:5]([CH:21]=[O:32])[C:6]2[CH:7]=[CH:8][N:9]([S:12]([C:15]3[CH:20]=[CH:19][CH:18]=[CH:17][CH:16]=3)(=[O:13])=[O:14])[C:10]=2[CH:11]=1.